Dataset: Catalyst prediction with 721,799 reactions and 888 catalyst types from USPTO. Task: Predict which catalyst facilitates the given reaction. (1) Reactant: [CH3:1][C:2]1[CH:3]=[CH:4][C:5]2[N:6]([CH:8]=[C:9]([C:11]([C:13]3[CH:18]=[CH:17][CH:16]=[CH:15][CH:14]=3)=[O:12])[N:10]=2)[CH:7]=1.[ClH:19].C(OCC)C. Product: [ClH:19].[CH3:1][C:2]1[CH:3]=[CH:4][C:5]2[N:6]([CH:8]=[C:9]([C:11]([C:13]3[CH:18]=[CH:17][CH:16]=[CH:15][CH:14]=3)=[O:12])[N:10]=2)[CH:7]=1. The catalyst class is: 714. (2) Product: [O:16]1[CH2:21][CH2:20][CH:19]([CH2:22][N:9]2[C:10]3[C:6](=[CH:5][CH:4]=[CH:3][C:2]=3[Cl:1])[C:7]([C:11]([OH:13])=[O:12])=[CH:8]2)[CH2:18][CH2:17]1. Reactant: [Cl:1][C:2]1[CH:3]=[CH:4][CH:5]=[C:6]2[C:10]=1[NH:9][CH:8]=[C:7]2[C:11]([OH:13])=[O:12].[H-].[Na+].[O:16]1[CH2:21][CH2:20][CH:19]([CH2:22]OS(C2C=CC(C)=CC=2)(=O)=O)[CH2:18][CH2:17]1. The catalyst class is: 9. (3) The catalyst class is: 17. Reactant: [NH2:1][C:2]1[CH:7]=[C:6]([O:8][CH3:9])[CH:5]=[CH:4][C:3]=1[OH:10].Cl.[C:12](Cl)(=[O:19])[C:13]1[CH:18]=[CH:17][N:16]=[CH:15][CH:14]=1. Product: [OH:10][C:3]1[CH:4]=[CH:5][C:6]([O:8][CH3:9])=[CH:7][C:2]=1[NH:1][C:12](=[O:19])[C:13]1[CH:18]=[CH:17][N:16]=[CH:15][CH:14]=1. (4) The catalyst class is: 4. Reactant: [CH3:1][CH:2]([CH3:19])[CH2:3][CH2:4][N:5]1[C:10](=[O:11])[CH2:9][C:8](=[O:12])[N:7]([CH2:13][CH2:14][CH:15]([CH3:17])[CH3:16])[C:6]1=[O:18].C(N(C(C)C)CC)(C)C.[N:29]([CH2:32][C:33]([O:35]CC)=[O:34])=[C:30]=[O:31]. Product: [OH:11][C:10]1[N:5]([CH2:4][CH2:3][CH:2]([CH3:19])[CH3:1])[C:6](=[O:18])[N:7]([CH2:13][CH2:14][CH:15]([CH3:17])[CH3:16])[C:8](=[O:12])[C:9]=1[C:30]([NH:29][CH2:32][C:33]([OH:35])=[O:34])=[O:31]. (5) Reactant: [NH2:1][C:2]1[CH:7]=[CH:6][CH:5]=[CH:4][C:3]=1[NH:8][CH2:9][C:10]1[CH:24]=[CH:23][C:13]([CH2:14][NH:15]C(=O)OC(C)(C)C)=[CH:12][CH:11]=1.[OH-:25].[K+]. Product: [NH2:15][CH2:14][C:13]1[CH:23]=[CH:24][C:10]([C:9]([NH:8][C:3]2[CH:4]=[CH:5][CH:6]=[CH:7][C:2]=2[NH2:1])=[O:25])=[CH:11][CH:12]=1. The catalyst class is: 33. (6) Reactant: [C:1]([O:4][C@@H:5]1[C@H:9]([O:10][C:11](=[O:13])[CH3:12])[C@@H:8]([C:14]2[CH:18]=[C:17]([CH2:19][CH3:20])[O:16][N:15]=2)[O:7][C@H:6]1[N:21]1[CH:29]=[N:28][C:27]2[C:22]1=[N:23][C:24]([Cl:31])=[N:25][C:26]=2Cl)(=[O:3])[CH3:2].C(N(C(C)C)CC)(C)C.[CH2:41]([CH:43]([NH2:46])[CH2:44][CH3:45])[CH3:42]. Product: [C:1]([O:4][C@@H:5]1[C@H:9]([O:10][C:11](=[O:13])[CH3:12])[C@@H:8]([C:14]2[CH:18]=[C:17]([CH2:19][CH3:20])[O:16][N:15]=2)[O:7][C@H:6]1[N:21]1[CH:29]=[N:28][C:27]2[C:22]1=[N:23][C:24]([Cl:31])=[N:25][C:26]=2[NH:46][CH:43]([CH2:44][CH3:45])[CH2:41][CH3:42])(=[O:3])[CH3:2]. The catalyst class is: 32. (7) Reactant: C([O:8][C:9](=[O:62])[CH2:10][C@H:11]1[CH2:16][CH2:15][C@H:14]([CH2:17][N:18]([C:21]2[CH:26]=[CH:25][C:24]([C:27]([F:30])([F:29])[F:28])=[CH:23][C:22]=2[CH2:31][N:32]([C@H:46]([C:48]2[CH:53]=[C:52]([C:54]([F:57])([F:56])[F:55])[CH:51]=[C:50]([C:58]([F:61])([F:60])[F:59])[CH:49]=2)[CH3:47])[C:33]2[N:38]=[CH:37][C:36]([O:39][CH2:40][CH2:41][S:42]([CH3:45])(=[O:44])=[O:43])=[CH:35][N:34]=2)[CH2:19][CH3:20])[CH2:13][CH2:12]1)C1C=CC=CC=1.[H][H]. Product: [F:61][C:58]([F:59])([F:60])[C:50]1[CH:49]=[C:48]([CH:46]([N:32]([CH2:31][C:22]2[CH:23]=[C:24]([C:27]([F:30])([F:28])[F:29])[CH:25]=[CH:26][C:21]=2[N:18]([CH2:17][C@H:14]2[CH2:15][CH2:16][C@H:11]([CH2:10][C:9]([OH:62])=[O:8])[CH2:12][CH2:13]2)[CH2:19][CH3:20])[C:33]2[N:38]=[CH:37][C:36]([O:39][CH2:40][CH2:41][S:42]([CH3:45])(=[O:43])=[O:44])=[CH:35][N:34]=2)[CH3:47])[CH:53]=[C:52]([C:54]([F:57])([F:56])[F:55])[CH:51]=1. The catalyst class is: 29.